From a dataset of Catalyst prediction with 721,799 reactions and 888 catalyst types from USPTO. Predict which catalyst facilitates the given reaction. (1) Reactant: N[C:2]1[CH:11]=[CH:10][C:9]([Cl:12])=[CH:8][C:3]=1[C:4]([NH:6][CH3:7])=[O:5].Cl. Product: [Cl:12][C:9]1[CH:10]=[CH:11][CH:2]=[C:3]([CH:8]=1)[C:4]([NH:6][CH3:7])=[O:5]. The catalyst class is: 17. (2) Reactant: [F:1][C:2]([F:33])([F:32])[C:3]1[CH:4]=[C:5]([CH2:13][C:14]([N:16]2[CH2:21][CH2:20][CH:19]3[CH2:22][NH:23][CH2:24][CH:18]3[CH:17]2[C:25]2[CH:30]=[CH:29][C:28]([F:31])=[CH:27][CH:26]=2)=[O:15])[CH:6]=[C:7]([C:9]([F:12])([F:11])[F:10])[CH:8]=1.[C:34]1(=O)[CH2:38][CH2:37][C:36](=[O:39])[CH2:35]1. Product: [F:33][C:2]([F:1])([F:32])[C:3]1[CH:4]=[C:5]([CH2:13][C:14]([N:16]2[CH2:21][CH2:20][CH:19]3[CH2:22][N:23]([C:34]4[CH2:38][CH2:37][C:36](=[O:39])[CH:35]=4)[CH2:24][CH:18]3[CH:17]2[C:25]2[CH:26]=[CH:27][C:28]([F:31])=[CH:29][CH:30]=2)=[O:15])[CH:6]=[C:7]([C:9]([F:12])([F:10])[F:11])[CH:8]=1. The catalyst class is: 11. (3) Reactant: [Br:1][C:2]1[CH:7]=[CH:6][C:5]([C:8]2([C:12]#N)[CH2:11][CH2:10][CH2:9]2)=[CH:4][CH:3]=1.[OH-:14].[K+].C(O)C[OH:18].Cl. Product: [Br:1][C:2]1[CH:7]=[CH:6][C:5]([C:8]2([C:12]([OH:18])=[O:14])[CH2:11][CH2:10][CH2:9]2)=[CH:4][CH:3]=1. The catalyst class is: 161. (4) Product: [CH3:35][NH:36][C:32]([C:16]1[S:15][C:14]([N:11]2[CH2:10][CH2:9][N:8]([C:6]([O:5][C:1]([CH3:4])([CH3:3])[CH3:2])=[O:7])[CH2:13][CH2:12]2)=[N:18][C:17]=1[C:19]1[CH:24]=[CH:23][C:22]([O:25][C:26]2[CH:27]=[CH:28][CH:29]=[CH:30][CH:31]=2)=[CH:21][CH:20]=1)=[O:33]. The catalyst class is: 2. Reactant: [C:1]([O:5][C:6]([N:8]1[CH2:13][CH2:12][N:11]([C:14]2[S:15][C:16]([C:32](O)=[O:33])=[C:17]([C:19]3[CH:24]=[CH:23][C:22]([O:25][C:26]4[CH:31]=[CH:30][CH:29]=[CH:28][CH:27]=4)=[CH:21][CH:20]=3)[N:18]=2)[CH2:10][CH2:9]1)=[O:7])([CH3:4])([CH3:3])[CH3:2].[CH3:35][N:36](C(ON1N=NC2C=CC=NC1=2)=[N+](C)C)C.F[P-](F)(F)(F)(F)F.CN. (5) Reactant: [Cl:1][C:2]1[C:3]([O:12][C:13]2[CH:18]=[C:17]([O:19][CH2:20][CH2:21][O:22][CH3:23])[CH:16]=[CH:15][C:14]=2[CH2:24][CH2:25][C:26](O)=[O:27])=[N:4][CH:5]=[C:6]([C:8]([F:11])([F:10])[F:9])[CH:7]=1.[CH3:29][O:30][CH2:31][CH2:32][CH2:33][S:34]([NH2:37])(=[O:36])=[O:35].N12CCCN=C1CCCCC2. Product: [Cl:1][C:2]1[C:3]([O:12][C:13]2[CH:18]=[C:17]([O:19][CH2:20][CH2:21][O:22][CH3:23])[CH:16]=[CH:15][C:14]=2[CH2:24][CH2:25][C:26]([NH:37][S:34]([CH2:33][CH2:32][CH2:31][O:30][CH3:29])(=[O:36])=[O:35])=[O:27])=[N:4][CH:5]=[C:6]([C:8]([F:9])([F:10])[F:11])[CH:7]=1. The catalyst class is: 7. (6) Reactant: C([N:3](CC)CC)C.[NH:8]1[C:17]2[C:12](=[CH:13][CH:14]=[CH:15][CH:16]=2)[CH:11]=[C:10]([C:18]([OH:20])=O)[C:9]1=[O:21].CN(C(ON1N=NC2C=CC=NC1=2)=[N+](C)C)C.F[P-](F)(F)(F)(F)F.[CH3:46][O:47][C:48]([C:50]1[CH:55]=[CH:54][C:53]([CH3:56])=[CH:52][C:51]=1N)=[O:49].C(=O)(O)[O-].[Na+]. Product: [CH3:46][O:47][C:48](=[O:49])[C:50]1[CH:55]=[CH:54][C:53]([CH3:56])=[C:52]([NH:3][C:18]([C:10]2[C:9](=[O:21])[NH:8][C:17]3[C:12]([CH:11]=2)=[CH:13][CH:14]=[CH:15][CH:16]=3)=[O:20])[CH:51]=1. The catalyst class is: 248. (7) Reactant: [CH3:1][N:2]1[CH2:6][CH2:5][CH2:4][C@H:3]1[C:7]1[N:11]2[CH:12]=[C:13]([O:16][C@H:17]3[C:26]4[C:21](=[CH:22][CH:23]=[CH:24][CH:25]=4)[C@@H:20]([NH2:27])[CH2:19][CH2:18]3)[CH:14]=[CH:15][C:10]2=[N:9][N:8]=1.[CH2:28]([O:30][C:31](=[O:56])[C:32]1[CH:37]=[CH:36][CH:35]=[C:34]([N:38]2[C:42]([NH:43][C:44](OCC(Cl)(Cl)Cl)=[O:45])=[CH:41][C:40]([C:52]([CH3:55])([CH3:54])[CH3:53])=[N:39]2)[CH:33]=1)[CH3:29].CCN(C(C)C)C(C)C. Product: [CH2:28]([O:30][C:31](=[O:56])[C:32]1[CH:37]=[CH:36][CH:35]=[C:34]([N:38]2[C:42]([NH:43][C:44]([NH:27][C@@H:20]3[C:21]4[C:26](=[CH:25][CH:24]=[CH:23][CH:22]=4)[C@H:17]([O:16][C:13]4[CH:14]=[CH:15][C:10]5[N:11]([C:7]([C@@H:3]6[CH2:4][CH2:5][CH2:6][N:2]6[CH3:1])=[N:8][N:9]=5)[CH:12]=4)[CH2:18][CH2:19]3)=[O:45])=[CH:41][C:40]([C:52]([CH3:55])([CH3:54])[CH3:53])=[N:39]2)[CH:33]=1)[CH3:29]. The catalyst class is: 12. (8) Reactant: [CH2:1]([NH:3][C:4]([C:6]1[C:10]([C:11]2[CH:16]=[CH:15][C:14]([CH2:17][N:18]3[CH2:23][CH2:22][O:21][CH2:20][CH2:19]3)=[CH:13][CH:12]=2)=[C:9]([C:24]2[CH:29]=[C:28]([CH:30]([CH3:32])[CH3:31])[C:27]([O:33]CC3C=CC=CC=3)=[CH:26][C:25]=2[O:41]CC2C=CC=CC=2)[O:8][N:7]=1)=[O:5])[CH3:2].CO. Product: [CH2:1]([NH:3][C:4]([C:6]1[C:10]([C:11]2[CH:16]=[CH:15][C:14]([CH2:17][N:18]3[CH2:23][CH2:22][O:21][CH2:20][CH2:19]3)=[CH:13][CH:12]=2)=[C:9]([C:24]2[CH:29]=[C:28]([CH:30]([CH3:31])[CH3:32])[C:27]([OH:33])=[CH:26][C:25]=2[OH:41])[O:8][N:7]=1)=[O:5])[CH3:2]. The catalyst class is: 2. (9) Reactant: [C:1]([C:4]1[CH:5]=[CH:6][C:7]([C:27]2[S:31][C:30]([N:32]([CH:40]([CH3:42])[CH3:41])C(=O)OC(C)(C)C)=[N:29][CH:28]=2)=[C:8]2[C:16]=1[NH:15][C:14]1[CH2:13][CH:12]([C:17](=[O:26])[NH:18][CH:19]3[CH2:24][CH2:23][N:22]([CH3:25])[CH2:21][CH2:20]3)[CH2:11][CH2:10][C:9]2=1)(=[O:3])[NH2:2]. Product: [CH:40]([NH:32][C:30]1[S:31][C:27]([C:7]2[CH:6]=[CH:5][C:4]([C:1]([NH2:2])=[O:3])=[C:16]3[C:8]=2[C:9]2[CH2:10][CH2:11][CH:12]([C:17]([NH:18][CH:19]4[CH2:20][CH2:21][N:22]([CH3:25])[CH2:23][CH2:24]4)=[O:26])[CH2:13][C:14]=2[NH:15]3)=[CH:28][N:29]=1)([CH3:42])[CH3:41]. The catalyst class is: 157.